From a dataset of Catalyst prediction with 721,799 reactions and 888 catalyst types from USPTO. Predict which catalyst facilitates the given reaction. (1) Reactant: [CH3:1][C:2]1[CH:7]=[CH:6][CH:5]=[C:4]([CH3:8])[C:3]=1[C:9]1[CH:14]=[CH:13][CH:12]=[C:11]([CH2:15][OH:16])[CH:10]=1.O[C:18]1[CH:19]=[C:20]2[C:24](=[CH:25][CH:26]=1)[NH:23][CH:22]=[CH:21]2.C(P(CCCC)CCCC)CCC.N(C(N1CCCCC1)=O)=NC(N1CCCCC1)=O. Product: [CH3:8][C:4]1[CH:5]=[CH:6][CH:7]=[C:2]([CH3:1])[C:3]=1[C:9]1[CH:14]=[CH:13][CH:12]=[C:11]([CH2:15][O:16][C:18]2[CH:19]=[C:20]3[C:24](=[CH:25][CH:26]=2)[NH:23][CH:22]=[CH:21]3)[CH:10]=1. The catalyst class is: 305. (2) Reactant: [CH3:1][C:2]1[CH:14]=[CH:13][C:5]([O:6][CH:7]2[CH2:12][CH2:11][CH2:10][CH2:9][O:8]2)=[CH:4][C:3]=1[N+:15]([O-])=O. Product: [CH3:1][C:2]1[CH:14]=[CH:13][C:5]([O:6][CH:7]2[CH2:12][CH2:11][CH2:10][CH2:9][O:8]2)=[CH:4][C:3]=1[NH2:15]. The catalyst class is: 19. (3) Reactant: [OH:1][C:2]12[CH2:11][CH:6]3[CH2:7][CH:8]([CH2:10][C:4]([CH2:12][OH:13])([CH2:5]3)[CH2:3]1)[CH2:9]2.[C:14](Cl)(=[O:17])[CH:15]=[CH2:16].C(N(CC)CC)C. Product: [OH:1][C:2]12[CH2:11][CH:6]3[CH2:7][CH:8]([CH2:10][C:4]([CH2:12][O:13][C:14](=[O:17])[CH:15]=[CH2:16])([CH2:5]3)[CH2:3]1)[CH2:9]2. The catalyst class is: 12. (4) Reactant: C[O:2][C:3]([C@H:5]1[C@H:10]([C:11]2[CH:16]=[C:15]([F:17])[C:14]([F:18])=[CH:13][C:12]=2[F:19])[CH2:9][C:8](=[O:20])[N:7]([CH:21]([C:30]2[CH:35]=[CH:34][C:33]([O:36][CH3:37])=[CH:32][CH:31]=2)[C:22]2[CH:27]=[CH:26][C:25]([O:28][CH3:29])=[CH:24][CH:23]=2)[CH2:6]1)=[O:4].[OH-].[Li+]. Product: [CH3:29][O:28][C:25]1[CH:26]=[CH:27][C:22]([CH:21]([C:30]2[CH:31]=[CH:32][C:33]([O:36][CH3:37])=[CH:34][CH:35]=2)[N:7]2[C:8](=[O:20])[CH2:9][C@@H:10]([C:11]3[CH:16]=[C:15]([F:17])[C:14]([F:18])=[CH:13][C:12]=3[F:19])[C@H:5]([C:3]([OH:4])=[O:2])[CH2:6]2)=[CH:23][CH:24]=1. The catalyst class is: 83. (5) Reactant: F[C:2](F)(F)[C:3](O)=O.N1CCC(=C[C:15]2[CH:16]=[C:17]([CH:25]=[CH:26][CH:27]=2)[O:18][C:19]2[CH:24]=[CH:23][CH:22]=[CH:21][N:20]=2)CC1.[N:28]1[CH:33]=[CH:32][CH:31]=[C:30]([NH:34][C:35](=[O:43])OC2C=CC=CC=2)[N:29]=1.C([N:46]([CH2:49][CH3:50])[CH2:47][CH3:48])C.O. Product: [O:18]([C:19]1[N:20]=[C:21]([CH:2]=[C:3]2[CH2:48][CH2:47][N:46]([C:35]([NH:34][C:30]3[N:29]=[N:28][CH:33]=[CH:32][CH:31]=3)=[O:43])[CH2:49][CH2:50]2)[CH:22]=[CH:23][CH:24]=1)[C:17]1[CH:16]=[CH:15][CH:27]=[CH:26][CH:25]=1. The catalyst class is: 16. (6) Reactant: [F:1][C:2]1[C:7]([OH:8])=[CH:6][CH:5]=[C:4]([F:9])[C:3]=1[NH:10][C:11](=O)[C:12]1[CH:17]=[C:16]([C:18]2[CH:23]=[CH:22][CH:21]=[C:20]([F:24])[CH:19]=2)[CH:15]=[CH:14][C:13]=1[CH3:25]. Product: [F:1][C:2]1[C:3]([NH:10][CH2:11][C:12]2[CH:17]=[C:16]([C:18]3[CH:23]=[CH:22][CH:21]=[C:20]([F:24])[CH:19]=3)[CH:15]=[CH:14][C:13]=2[CH3:25])=[C:4]([F:9])[CH:5]=[CH:6][C:7]=1[OH:8]. The catalyst class is: 1.